From a dataset of NCI-60 drug combinations with 297,098 pairs across 59 cell lines. Regression. Given two drug SMILES strings and cell line genomic features, predict the synergy score measuring deviation from expected non-interaction effect. (1) Drug 1: C1=CN(C(=O)N=C1N)C2C(C(C(O2)CO)O)O.Cl. Drug 2: CC1C(C(CC(O1)OC2CC(CC3=C2C(=C4C(=C3O)C(=O)C5=C(C4=O)C(=CC=C5)OC)O)(C(=O)CO)O)N)O.Cl. Cell line: SN12C. Synergy scores: CSS=43.3, Synergy_ZIP=-8.41, Synergy_Bliss=-5.64, Synergy_Loewe=-6.03, Synergy_HSA=-0.760. (2) Drug 1: C1C(C(OC1N2C=NC3=C(N=C(N=C32)Cl)N)CO)O. Drug 2: C1CNP(=O)(OC1)N(CCCl)CCCl. Cell line: 786-0. Synergy scores: CSS=-0.00600, Synergy_ZIP=-0.184, Synergy_Bliss=0.242, Synergy_Loewe=0.873, Synergy_HSA=-1.98. (3) Drug 1: C1CN1C2=NC(=NC(=N2)N3CC3)N4CC4. Drug 2: CC12CCC3C(C1CCC2OP(=O)(O)O)CCC4=C3C=CC(=C4)OC(=O)N(CCCl)CCCl.[Na+]. Cell line: HCT-15. Synergy scores: CSS=40.8, Synergy_ZIP=1.98, Synergy_Bliss=8.45, Synergy_Loewe=4.56, Synergy_HSA=5.29. (4) Drug 1: CN(C(=O)NC(C=O)C(C(C(CO)O)O)O)N=O. Drug 2: C(CCl)NC(=O)N(CCCl)N=O. Cell line: HT29. Synergy scores: CSS=56.4, Synergy_ZIP=2.21, Synergy_Bliss=1.32, Synergy_Loewe=0.888, Synergy_HSA=4.33. (5) Drug 1: C1C(C(OC1N2C=NC3=C(N=C(N=C32)Cl)N)CO)O. Synergy scores: CSS=5.75, Synergy_ZIP=-3.06, Synergy_Bliss=0.455, Synergy_Loewe=-0.0193, Synergy_HSA=0.0106. Drug 2: CC1=C(C(=CC=C1)Cl)NC(=O)C2=CN=C(S2)NC3=CC(=NC(=N3)C)N4CCN(CC4)CCO. Cell line: A498. (6) Drug 1: C1=NC2=C(N=C(N=C2N1C3C(C(C(O3)CO)O)F)Cl)N. Drug 2: CC1=C(C(=O)C2=C(C1=O)N3CC4C(C3(C2COC(=O)N)OC)N4)N. Cell line: SR. Synergy scores: CSS=54.6, Synergy_ZIP=2.72, Synergy_Bliss=3.11, Synergy_Loewe=-17.2, Synergy_HSA=-1.15.